From a dataset of Full USPTO retrosynthesis dataset with 1.9M reactions from patents (1976-2016). Predict the reactants needed to synthesize the given product. (1) The reactants are: [CH3:1][O:2][C:3]1[CH:23]=[CH:22][C:6]([CH2:7][NH:8][C:9]2[CH:10]=[C:11]([CH:19]=[CH:20][CH:21]=2)[C:12]([O:14][C:15]([CH3:18])([CH3:17])[CH3:16])=[O:13])=[CH:5][CH:4]=1.[Cl:24][C:25]1[CH:26]=[C:27](N(C2CC2)CC2C=CC(OC)=CC=2)[C:28]2[N:29]([C:31]([C:34]#[N:35])=[CH:32][N:33]=2)[N:30]=1. Given the product [Cl:24][C:25]1[CH:26]=[C:27]([N:8]([CH2:7][C:6]2[CH:22]=[CH:23][C:3]([O:2][CH3:1])=[CH:4][CH:5]=2)[C:9]2[CH:10]=[C:11]([CH:19]=[CH:20][CH:21]=2)[C:12]([O:14][C:15]([CH3:18])([CH3:16])[CH3:17])=[O:13])[C:28]2[N:29]([C:31]([C:34]#[N:35])=[CH:32][N:33]=2)[N:30]=1, predict the reactants needed to synthesize it. (2) Given the product [Cl:19][C:20]1[N:21]=[C:22]([O:18][N:3]([CH2:1][CH3:2])[C:4]([NH:6][C:7]([C:10]2[CH:15]=[C:14]([S:16][CH3:17])[CH:13]=[CH:12][N:11]=2)([CH3:8])[CH3:9])=[O:5])[CH:23]=[C:24]([C:26]([F:29])([F:27])[F:28])[CH:25]=1, predict the reactants needed to synthesize it. The reactants are: [CH2:1]([N:3]([OH:18])[C:4]([NH:6][C:7]([C:10]1[CH:15]=[C:14]([S:16][CH3:17])[CH:13]=[CH:12][N:11]=1)([CH3:9])[CH3:8])=[O:5])[CH3:2].[Cl:19][C:20]1[CH:25]=[C:24]([C:26]([F:29])([F:28])[F:27])[CH:23]=[C:22](Cl)[N:21]=1.CC(C)([O-])C.[K+].[Cl-].[NH4+]. (3) The reactants are: C1(C)C=CC(S([O-])(=O)=O)=CC=1.[NH+]1C=CC=CC=1.[O:18]1[CH:23]=[CH:22][CH2:21][CH2:20][CH2:19]1.[Br:24][C:25]1[C:26](=[O:39])[N:27]([C:32]2[CH:37]=[CH:36][C:35]([OH:38])=[CH:34][CH:33]=2)[N:28]=[CH:29][C:30]=1[Br:31]. Given the product [Br:24][C:25]1[C:26](=[O:39])[N:27]([C:32]2[CH:33]=[CH:34][C:35]([O:38][CH:23]3[CH2:22][CH2:21][CH2:20][CH2:19][O:18]3)=[CH:36][CH:37]=2)[N:28]=[CH:29][C:30]=1[Br:31], predict the reactants needed to synthesize it. (4) Given the product [CH2:8]([O:1][C:2]1[CH:3]=[C:4]([C:8]2[CH2:13][CH2:12][N:11]([C:14]([O:16][C:17]([CH3:20])([CH3:19])[CH3:18])=[O:15])[CH2:10][CH:9]=2)[CH:5]=[CH:6][CH:7]=1)[C:4]1[CH:5]=[CH:6][CH:7]=[CH:2][CH:3]=1, predict the reactants needed to synthesize it. The reactants are: [OH:1][C:2]1[CH:3]=[C:4]([C:8]2[CH2:13][CH2:12][N:11]([C:14]([O:16][C:17]([CH3:20])([CH3:19])[CH3:18])=[O:15])[CH2:10][CH:9]=2)[CH:5]=[CH:6][CH:7]=1.C(=O)([O-])[O-].[K+].[K+].[Br-]. (5) Given the product [NH2:1][C:2]1[C:11]([C:12]([C:17]2[CH:18]=[CH:19][C:14]([CH3:22])=[CH:15][CH:16]=2)=[O:24])=[CH:10][C:9]2[C:4](=[CH:5][CH:6]=[CH:7][CH:8]=2)[N:3]=1, predict the reactants needed to synthesize it. The reactants are: [NH2:1][C:2]1[C:11]([C:12]#N)=[CH:10][C:9]2[C:4](=[CH:5][CH:6]=[CH:7][CH:8]=2)[N:3]=1.[C:14]1([CH3:22])[CH:19]=[CH:18][C:17]([Mg]Br)=[CH:16][CH:15]=1.Cl.[OH-:24].[Na+].